Dataset: Full USPTO retrosynthesis dataset with 1.9M reactions from patents (1976-2016). Task: Predict the reactants needed to synthesize the given product. (1) Given the product [N:11]1([C:14]2[N:15]=[N:16][C:17]([C:25]([F:27])([F:26])[F:28])=[C:18]([C:20]3[CH:24]=[CH:23][S:22][CH:21]=3)[CH:19]=2)[CH2:10][CH2:9][NH:8][CH2:13][CH2:12]1, predict the reactants needed to synthesize it. The reactants are: C(OC([N:8]1[CH2:13][CH2:12][N:11]([C:14]2[N:15]=[N:16][C:17]([C:25]([F:28])([F:27])[F:26])=[C:18]([C:20]3[CH:24]=[CH:23][S:22][CH:21]=3)[CH:19]=2)[CH2:10][CH2:9]1)=O)(C)(C)C.C(OC(N1CCN(C2N=NC(C(F)(F)F)=C(C3C=CC(F)=CC=3)C=2)CC1)=O)(C)(C)C. (2) Given the product [Cl:10][C:11]1[CH:16]=[CH:15][C:14](/[CH:17]=[CH:18]/[C:19]([N:21]2[CH2:26][CH2:25][N:24]([CH2:2][C:3]([O:5][C:6]([CH3:9])([CH3:8])[CH3:7])=[O:4])[CH2:23][C@H:22]2[CH3:27])=[O:20])=[C:13]([CH2:28][N:29]2[N:33]=[N:32][C:31]([CH3:34])=[N:30]2)[CH:12]=1, predict the reactants needed to synthesize it. The reactants are: Br[CH2:2][C:3]([O:5][C:6]([CH3:9])([CH3:8])[CH3:7])=[O:4].[Cl:10][C:11]1[CH:16]=[CH:15][C:14](/[CH:17]=[CH:18]/[C:19]([N:21]2[CH2:26][CH2:25][NH:24][CH2:23][C@H:22]2[CH3:27])=[O:20])=[C:13]([CH2:28][N:29]2[N:33]=[N:32][C:31]([CH3:34])=[N:30]2)[CH:12]=1.C(=O)([O-])[O-].[K+].[K+].O.